The task is: Predict the product of the given reaction.. This data is from Forward reaction prediction with 1.9M reactions from USPTO patents (1976-2016). (1) The product is: [F:25][C:22]([F:23])([F:24])[C:19]1[CH:18]=[CH:17][C:16]([O:15][C:12]2[CH:11]=[CH:10][C:9]([C:28]3[N:33]=[C:32]([NH:34][C:35](=[O:38])[CH:36]=[CH2:37])[CH:31]=[CH:30][CH:29]=3)=[CH:14][CH:13]=2)=[CH:21][CH:20]=1. Given the reactants CC1(C)C(C)(C)OB([C:9]2[CH:14]=[CH:13][C:12]([O:15][C:16]3[CH:21]=[CH:20][C:19]([C:22]([F:25])([F:24])[F:23])=[CH:18][CH:17]=3)=[CH:11][CH:10]=2)O1.Br[C:28]1[N:33]=[C:32]([NH:34][C:35](=[O:38])[CH:36]=[CH2:37])[CH:31]=[CH:30][CH:29]=1.CCCC[N+](CCCC)(CCCC)CCCC.[F-], predict the reaction product. (2) Given the reactants [F:1][C:2]1[C:10]2[CH2:9][CH2:8][CH2:7][CH2:6][C:5]=2[N:4]2[CH2:11][CH2:12][N:13]([C:16]3[N:23]=[CH:22][CH:21]=[C:20]([C:24]4[CH:29]=[C:28]([NH:30][C:31]5[CH:36]=[CH:35][N:34]=[CH:33][N:32]=5)[C:27](=[O:37])[N:26]([CH3:38])[CH:25]=4)[C:17]=3[CH:18]=[O:19])[C:14](=[O:15])[C:3]=12.[BH4-].[Na+], predict the reaction product. The product is: [F:1][C:2]1[C:10]2[CH2:9][CH2:8][CH2:7][CH2:6][C:5]=2[N:4]2[CH2:11][CH2:12][N:13]([C:16]3[C:17]([CH2:18][OH:19])=[C:20]([C:24]4[CH:29]=[C:28]([NH:30][C:31]5[CH:36]=[CH:35][N:34]=[CH:33][N:32]=5)[C:27](=[O:37])[N:26]([CH3:38])[CH:25]=4)[CH:21]=[CH:22][N:23]=3)[C:14](=[O:15])[C:3]=12. (3) Given the reactants C([N:11]1[CH2:34][CH2:33][N:14]2[C:15]3[C:20]([NH:21][C:22](=[O:23])[CH:13]2[CH2:12]1)=[CH:19][C:18]([C:24]1[CH:29]=[CH:28][C:27]([O:30][CH3:31])=[CH:26][C:25]=1[CH3:32])=[CH:17][CH:16]=3)(OCC1C=CC=CC=1)=O.C1CCCCC=1, predict the reaction product. The product is: [CH3:31][O:30][C:27]1[CH:28]=[CH:29][C:24]([C:18]2[CH:19]=[C:20]3[C:15](=[CH:16][CH:17]=2)[N:14]2[CH2:33][CH2:34][NH:11][CH2:12][CH:13]2[C:22](=[O:23])[NH:21]3)=[C:25]([CH3:32])[CH:26]=1. (4) Given the reactants [H-].[Al+3].[Li+].[H-].[H-].[H-].[F:7][C:8]1[CH:13]=[CH:12][CH:11]=[CH:10][C:9]=1[CH2:14][C:15](O)=[O:16].O.Cl, predict the reaction product. The product is: [F:7][C:8]1[CH:13]=[CH:12][CH:11]=[CH:10][C:9]=1[CH2:14][CH2:15][OH:16]. (5) The product is: [Cl:1][C:2]1[CH:10]=[C:9]2[C:5]([C:6]([C:11]([N:13]3[CH2:18][CH2:17][CH:16]([N:19]4[C:27]5[C:22](=[CH:23][CH:24]=[CH:25][CH:26]=5)[CH2:21][C:20]4=[O:28])[CH2:15][CH2:14]3)=[O:12])=[CH:7][N:8]2[CH2:31][CH2:32][N:33]([CH3:35])[CH3:34])=[CH:4][CH:3]=1. Given the reactants [Cl:1][C:2]1[CH:10]=[C:9]2[C:5]([C:6]([C:11]([N:13]3[CH2:18][CH2:17][CH:16]([N:19]4[C:27]5[C:22](=[CH:23][CH:24]=[CH:25][CH:26]=5)[CH2:21][C:20]4=[O:28])[CH2:15][CH2:14]3)=[O:12])=[CH:7][NH:8]2)=[CH:4][CH:3]=1.Cl.Cl[CH2:31][CH2:32][N:33]([CH3:35])[CH3:34].C(=O)([O-])[O-].[Cs+].[Cs+], predict the reaction product.